Dataset: Forward reaction prediction with 1.9M reactions from USPTO patents (1976-2016). Task: Predict the product of the given reaction. (1) Given the reactants C(OC([N:8]1[CH2:13][CH2:12][CH:11]([C:14]2[C:23]3[C:18](=[CH:19][CH:20]=[C:21]([F:24])[CH:22]=3)[CH:17]=[C:16]([CH2:25][C:26]([O:28][CH3:29])=[O:27])[C:15]=2[CH3:30])[CH2:10][CH2:9]1)=O)(C)(C)C.[F:31][C:32]([F:37])([F:36])[C:33]([OH:35])=[O:34], predict the reaction product. The product is: [F:31][C:32]([F:37])([F:36])[C:33]([OH:35])=[O:34].[CH3:29][O:28][C:26](=[O:27])[CH2:25][C:16]1[C:15]([CH3:30])=[C:14]([CH:11]2[CH2:10][CH2:9][NH:8][CH2:13][CH2:12]2)[C:23]2[C:18](=[CH:19][CH:20]=[C:21]([F:24])[CH:22]=2)[CH:17]=1. (2) Given the reactants [CH3:1][O:2][C:3](=[O:14])[C:4]1[CH:9]=[CH:8][C:7](F)=[C:6]([N+:11]([O-:13])=[O:12])[CH:5]=1.C(O)(=O)/C=C/C(O)=O.[NH2:23][CH2:24][CH2:25][C:26]#[N:27].CCN(C(C)C)C(C)C, predict the reaction product. The product is: [CH3:1][O:2][C:3](=[O:14])[C:4]1[CH:9]=[CH:8][C:7]([NH:27][CH2:26][CH2:25][C:24]#[N:23])=[C:6]([N+:11]([O-:13])=[O:12])[CH:5]=1. (3) Given the reactants [NH:1]1[C:5]([C:6]2[CH:7]=[C:8]([C:29]3[CH:34]=[CH:33][C:32]([C:35]([F:38])([F:37])[F:36])=[CH:31][CH:30]=3)[CH:9]=[CH:10][C:11]=2[NH:12][C:13](=O)[C:14]2[CH:19]=[C:18]([C:20]([F:23])([F:22])[F:21])[CH:17]=[C:16]([C:24]([F:27])([F:26])[F:25])[CH:15]=2)=[N:4][N:3]=[N:2]1.P(Cl)(Cl)(Cl)(Cl)Cl.C[O-].[Na+].Cl.[NH2:49][OH:50], predict the reaction product. The product is: [OH:50][NH:49][C:13](=[N:12][C:11]1[CH:10]=[CH:9][C:8]([C:29]2[CH:34]=[CH:33][C:32]([C:35]([F:38])([F:37])[F:36])=[CH:31][CH:30]=2)=[CH:7][C:6]=1[C:5]1[NH:4][N:3]=[N:2][N:1]=1)[C:14]1[CH:19]=[C:18]([C:20]([F:23])([F:22])[F:21])[CH:17]=[C:16]([C:24]([F:27])([F:26])[F:25])[CH:15]=1. (4) The product is: [NH:8]1[C:4]2=[N:5][CH:6]=[CH:7][C:2]([C:19]3[CH2:24][CH2:23][N:22]([C:25]([O:27][C:28]([CH3:31])([CH3:30])[CH3:29])=[O:26])[CH2:21][CH:20]=3)=[C:3]2[CH:10]=[CH:9]1. Given the reactants Br[C:2]1[CH:7]=[CH:6][N:5]=[C:4]2[NH:8][CH:9]=[CH:10][C:3]=12.CC1(C)C(C)(C)OB([C:19]2[CH2:24][CH2:23][N:22]([C:25]([O:27][C:28]([CH3:31])([CH3:30])[CH3:29])=[O:26])[CH2:21][CH:20]=2)O1.P([O-])([O-])([O-])=O.[K+].[K+].[K+], predict the reaction product. (5) Given the reactants [C:1]1([C:7]2[N:8]=[CH:9][N:10]([CH2:18][O:19][CH2:20][CH2:21][Si:22]([CH3:25])([CH3:24])[CH3:23])[C:11]=2[C:12]2[CH:17]=[CH:16][CH:15]=[CH:14][CH:13]=2)[CH:6]=[CH:5][CH:4]=[CH:3][CH:2]=1.[Li]CCCC.CN([CH:34]=[O:35])C, predict the reaction product. The product is: [C:1]1([C:7]2[N:8]=[C:9]([CH:34]=[O:35])[N:10]([CH2:18][O:19][CH2:20][CH2:21][Si:22]([CH3:25])([CH3:24])[CH3:23])[C:11]=2[C:12]2[CH:13]=[CH:14][CH:15]=[CH:16][CH:17]=2)[CH:2]=[CH:3][CH:4]=[CH:5][CH:6]=1. (6) Given the reactants [Cl:1][C:2]1[CH:3]=[C:4]([CH:7]=[CH:8][C:9]=1[Cl:10])[CH:5]=O.[CH3:11][S:12]([CH2:15][C:16](=O)[CH3:17])(=[O:14])=[O:13].[NH2:19][C:20]1[CH2:24][CH2:23][C:22](=[O:25])[CH:21]=1, predict the reaction product. The product is: [Cl:1][C:2]1[CH:3]=[C:4]([CH:5]2[C:15]([S:12]([CH3:11])(=[O:14])=[O:13])=[C:16]([CH3:17])[NH:19][C:20]3[CH2:24][CH2:23][C:22](=[O:25])[C:21]2=3)[CH:7]=[CH:8][C:9]=1[Cl:10].